Dataset: Forward reaction prediction with 1.9M reactions from USPTO patents (1976-2016). Task: Predict the product of the given reaction. (1) Given the reactants [CH3:1][S:2]([C:4]1[CH:9]=[CH:8][C:7]([OH:10])=[CH:6][CH:5]=1)=[O:3].[C:11]([O:15][C:16]([N:18]1[CH2:23][CH2:22][CH:21]([N:24]2[C:28]3=[N:29][CH:30]=[N:31][C:32](Cl)=[C:27]3[CH:26]=[N:25]2)[CH2:20][CH2:19]1)=[O:17])([CH3:14])([CH3:13])[CH3:12].C(=O)([O-])[O-].[K+].[K+].C(=O)([O-])[O-].[Na+].[Na+], predict the reaction product. The product is: [C:11]([O:15][C:16]([N:18]1[CH2:19][CH2:20][CH:21]([N:24]2[C:28]3=[N:29][CH:30]=[N:31][C:32]([O:10][C:7]4[CH:8]=[CH:9][C:4]([S:2]([CH3:1])=[O:3])=[CH:5][CH:6]=4)=[C:27]3[CH:26]=[N:25]2)[CH2:22][CH2:23]1)=[O:17])([CH3:14])([CH3:12])[CH3:13]. (2) Given the reactants [Br:1][C:2]1[CH:3]=[C:4]2[C:9](=[N:10][C:11]=1[CH3:12])[N:8]=[CH:7][C:6]([C:13]([NH:15][CH2:16][C:17]1[CH:22]=[CH:21][C:20]([Cl:23])=[CH:19][CH:18]=1)=[O:14])=[C:5]2[OH:24].[C:25](=O)([O-])[O-].[K+].[K+].CI, predict the reaction product. The product is: [Br:1][C:2]1[CH:3]=[C:4]2[C:9](=[N:10][C:11]=1[CH3:12])[N:8]([CH3:25])[CH:7]=[C:6]([C:13]([NH:15][CH2:16][C:17]1[CH:22]=[CH:21][C:20]([Cl:23])=[CH:19][CH:18]=1)=[O:14])[C:5]2=[O:24]. (3) Given the reactants [F:1][C:2]1[CH:8]=[CH:7][C:5]([NH2:6])=[CH:4][CH:3]=1.[N+]([C:12]1[CH:17]=CC=C[CH:13]=1)([O-])=O.B(O)(O)O.S(=O)(=O)(O)O.[OH-].[Na+], predict the reaction product. The product is: [F:1][C:2]1[CH:8]=[C:7]2[C:5](=[CH:4][CH:3]=1)[N:6]=[CH:17][CH:12]=[CH:13]2. (4) Given the reactants Br[C:2]1[CH:7]=[CH:6][C:5]([F:8])=[CH:4][CH:3]=1.[NH2:9][CH2:10][CH:11]1[CH2:14][N:13]([C:15]([C:17]2[CH:22]=[CH:21][C:20]([S:23]([N:26]3[C:34]4[C:29](=[CH:30][CH:31]=[CH:32][CH:33]=4)[C:28]([C:35]4[CH:40]=[CH:39][CH:38]=[CH:37][CH:36]=4)=[CH:27]3)(=[O:25])=[O:24])=[CH:19][CH:18]=2)=[O:16])[CH2:12]1.C(P(C(C)(C)C)C1C=CC=CC=1C1C=CC=CC=1)(C)(C)C.CC(C)([O-])C.[Na+], predict the reaction product. The product is: [F:8][C:5]1[CH:6]=[CH:7][C:2]([NH:9][CH2:10][CH:11]2[CH2:12][N:13]([C:15]([C:17]3[CH:18]=[CH:19][C:20]([S:23]([N:26]4[C:34]5[C:29](=[CH:30][CH:31]=[CH:32][CH:33]=5)[C:28]([C:35]5[CH:40]=[CH:39][CH:38]=[CH:37][CH:36]=5)=[CH:27]4)(=[O:25])=[O:24])=[CH:21][CH:22]=3)=[O:16])[CH2:14]2)=[CH:3][CH:4]=1. (5) The product is: [CH:1]1[C:10]2[C:5](=[CH:6][CH:7]=[CH:8][CH:9]=2)[CH:4]=[CH:3][C:2]=1[S:11]([C:14]1([CH:17]=[O:18])[CH2:15][CH2:16]1)(=[O:13])=[O:12].[CH:1]1[C:10]2[C:5](=[CH:6][CH:7]=[CH:8][CH:9]=2)[CH:4]=[CH:3][C:2]=1[S:11]([C:14]1([CH2:17][OH:18])[CH2:15][CH2:16]1)(=[O:13])=[O:12]. Given the reactants [CH:1]1[C:10]2[C:5](=[CH:6][CH:7]=[CH:8][CH:9]=2)[CH:4]=[CH:3][C:2]=1[S:11]([C:14]1([C:17](OC)=[O:18])[CH2:16][CH2:15]1)(=[O:13])=[O:12].C([Al]CC(C)C)C(C)C.CO.C(Cl)Cl.CCOC(C)=O, predict the reaction product. (6) Given the reactants [Cl:1][C:2]1[CH:11]=[C:10]2[C:5]([C:6]([CH2:18][Cl:19])=[C:7]([C:13]([O:15][CH2:16][CH3:17])=[O:14])[C:8](=O)[NH:9]2)=[CH:4][C:3]=1[O:20][CH3:21].P(Cl)(Cl)([Cl:24])=O, predict the reaction product. The product is: [Cl:24][C:8]1[C:7]([C:13]([O:15][CH2:16][CH3:17])=[O:14])=[C:6]([CH2:18][Cl:19])[C:5]2[C:10](=[CH:11][C:2]([Cl:1])=[C:3]([O:20][CH3:21])[CH:4]=2)[N:9]=1. (7) Given the reactants Cl[C:2]1[CH:3]=[CH:4][C:5]2[N:11]([CH3:12])[C:10]3[CH:13]=[CH:14][CH:15]=[CH:16][C:9]=3[C:8]([C:17]3[CH:22]=[CH:21][C:20]([F:23])=[CH:19][CH:18]=3)=[N:7][C:6]=2[CH:24]=1.FC1C=CC(CN)=CC=1.[F:34][C:35]1[CH:66]=[CH:65][C:38]([CH2:39][NH:40][C:41](C2C=CC3NC4C=CC=CC=4C(C4C=CC(F)=CC=4)=NC=3C=2)=[O:42])=[CH:37][CH:36]=1, predict the reaction product. The product is: [F:34][C:35]1[CH:36]=[CH:37][C:38]([CH2:39][NH:40][C:41]([C:2]2[CH:3]=[CH:4][C:5]3[N:11]([CH3:12])[C:10]4[CH:13]=[CH:14][CH:15]=[CH:16][C:9]=4[C:8]([C:17]4[CH:22]=[CH:21][C:20]([F:23])=[CH:19][CH:18]=4)=[N:7][C:6]=3[CH:24]=2)=[O:42])=[CH:65][CH:66]=1. (8) Given the reactants [OH:1][C:2]1[CH:3]=[C:4]([CH:10]=[CH:11][C:12]=1[O:13][CH3:14])[CH:5]=[CH:6][C:7](O)=[O:8].C(OC(=O)C(C)(C)C)(=O)C(C)(C)C.[H][H], predict the reaction product. The product is: [OH:1][C:2]1[CH:3]=[C:4]([CH:10]=[CH:11][C:12]=1[O:13][CH3:14])[CH:5]=[CH:6][CH:7]=[O:8]. (9) Given the reactants [OH-].[Na+].[OH:3][C:4]1[CH:9]=[CH:8][C:7]([C:10]([C:13]2C=CC(O)=CC=2)([CH3:12])[CH3:11])=[CH:6][CH:5]=1, predict the reaction product. The product is: [CH3:13][C:10]([C:7]1[CH:6]=[CH:5][C:4]([OH:3])=[CH:9][CH:8]=1)([CH3:11])[CH3:12].